The task is: Predict the product of the given reaction.. This data is from Forward reaction prediction with 1.9M reactions from USPTO patents (1976-2016). (1) Given the reactants [F:1][C:2]1[C:3]([C:10]2[CH:11]=[N:12][C:13]([C:16]([F:19])([F:18])[F:17])=[CH:14][CH:15]=2)=[CH:4][C:5]([C:8]#[N:9])=[N:6][CH:7]=1, predict the reaction product. The product is: [F:1][C:2]1[C:3]([C:10]2[CH:11]=[N:12][C:13]([C:16]([F:18])([F:17])[F:19])=[CH:14][CH:15]=2)=[CH:4][C:5]([CH2:8][NH2:9])=[N:6][CH:7]=1. (2) Given the reactants Cl.[F:2][C:3]1[C:8]([NH:9][C:10]2[C:15]([C:16]3[N:24]=[CH:23][N:22]=[C:21]4[C:17]=3[N:18]=[CH:19][N:20]4C3CCCCO3)=[CH:14][CH:13]=[CH:12][N:11]=2)=[C:7]([F:31])[CH:6]=[CH:5][C:4]=1[NH:32][S:33]([C:36]1[C:44]2[O:43][CH2:42][CH2:41][C:40]=2[CH:39]=[CH:38][CH:37]=1)(=[O:35])=[O:34], predict the reaction product. The product is: [N:24]1[C:16]([C:15]2[C:10]([NH:9][C:8]3[C:3]([F:2])=[C:4]([NH:32][S:33]([C:36]4[C:44]5[O:43][CH2:42][CH2:41][C:40]=5[CH:39]=[CH:38][CH:37]=4)(=[O:34])=[O:35])[CH:5]=[CH:6][C:7]=3[F:31])=[N:11][CH:12]=[CH:13][CH:14]=2)=[C:17]2[C:21]([NH:20][CH:19]=[N:18]2)=[N:22][CH:23]=1.